This data is from Catalyst prediction with 721,799 reactions and 888 catalyst types from USPTO. The task is: Predict which catalyst facilitates the given reaction. Reactant: [CH:1]1([NH:6][C:7]([N:9]2[C:17]3[C:12](=[CH:13][C:14]([O:18][C:19]4[CH:24]=[CH:23][N:22]=[C:21]([NH2:25])[CH:20]=4)=[CH:15][CH:16]=3)[CH:11]=[CH:10]2)=[O:8])[CH2:5][CH2:4][CH2:3][CH2:2]1.C(N(CC)CC)C.N1C=[CH:37][CH:36]=[CH:35][CH:34]=1.Cl[C:40]([O:42][C:43]1[CH:48]=[CH:47][CH:46]=[CH:45][CH:44]=1)=[O:41].[C:49]([O:52][CH2:53][CH3:54])(=[O:51])C. Product: [CH:1]1([NH:6][C:7]([N:9]2[C:17]3[C:12](=[CH:13][C:14]([O:18][C:19]4[CH:24]=[CH:23][N:22]=[C:21]([N:25]([C:49]([O:52][C:53]5[CH:54]=[CH:37][CH:36]=[CH:35][CH:34]=5)=[O:51])[C:40](=[O:41])[O:42][C:43]5[CH:48]=[CH:47][CH:46]=[CH:45][CH:44]=5)[CH:20]=4)=[CH:15][CH:16]=3)[CH:11]=[CH:10]2)=[O:8])[CH2:2][CH2:3][CH2:4][CH2:5]1. The catalyst class is: 188.